Predict the product of the given reaction. From a dataset of Forward reaction prediction with 1.9M reactions from USPTO patents (1976-2016). Given the reactants [Cl:1][CH2:2][CH:3]=[C:4](C)[CH:5]=O.[CH:8](OC)([O:11][CH3:12])[O:9][CH3:10].CC1C=CC(S(O)(=O)=O)=CC=1, predict the reaction product. The product is: [CH3:10][O:9][CH:8]([O:11][CH3:12])[C:4]([CH3:5])=[CH:3][CH2:2][Cl:1].